From a dataset of Catalyst prediction with 721,799 reactions and 888 catalyst types from USPTO. Predict which catalyst facilitates the given reaction. (1) Reactant: [CH3:1][O:2][C:3]1[CH:4]=[C:5]2[C:10](=[CH:11][C:12]=1[O:13][CH3:14])[N:9]=[N:8][CH:7]=[C:6]2[N:15]1[C:23]2[C:18](=[CH:19][CH:20]=[CH:21][CH:22]=2)[C:17]([C:24]([OH:26])=O)=[N:16]1.[CH:27]1([NH2:30])[CH2:29][CH2:28]1.C(N=C=NC(C)C)(C)C.ON1C2C=CC=CC=2N=N1. The catalyst class is: 9. Product: [CH:27]1([NH:30][C:24]([C:17]2[C:18]3[C:23](=[CH:22][CH:21]=[CH:20][CH:19]=3)[N:15]([C:6]3[C:5]4[C:10](=[CH:11][C:12]([O:13][CH3:14])=[C:3]([O:2][CH3:1])[CH:4]=4)[N:9]=[N:8][CH:7]=3)[N:16]=2)=[O:26])[CH2:29][CH2:28]1. (2) Reactant: [Br:1][CH:2]([CH:5]=[O:6])[CH:3]=[O:4].O.[C:8]1(C)[CH:13]=CC(S(O)(=O)=O)=C[CH:9]=1.CC(O)C. Product: [Br:1][C:2](=[CH:5][O:6][CH:8]([CH3:13])[CH3:9])[CH:3]=[O:4]. The catalyst class is: 244. (3) Reactant: [S:1]1[CH:5]=[CH:4][CH:3]=[C:2]1[CH2:6][CH2:7][OH:8].[CH2:9]=O.[Br-].[Mg+2].[Br-]. Product: [S:1]1[C:2]2[CH2:6][CH2:7][O:8][CH2:9][C:3]=2[CH:4]=[CH:5]1. The catalyst class is: 10. (4) Reactant: [C:1](Cl)(=[O:8])[C:2]1[CH:7]=[CH:6][CH:5]=[CH:4][CH:3]=1.[OH:10][CH2:11][CH2:12][O:13][CH2:14][N:15]1[CH:22]=[C:21]([CH:23]=[CH2:24])[C:19](=[O:20])[NH:18][C:16]1=[O:17]. Product: [C:1]([O:10][CH2:11][CH2:12][O:13][CH2:14][N:15]1[CH:22]=[C:21]([CH:23]=[CH2:24])[C:19](=[O:20])[NH:18][C:16]1=[O:17])(=[O:8])[C:2]1[CH:7]=[CH:6][CH:5]=[CH:4][CH:3]=1. The catalyst class is: 17. (5) Reactant: CC1(C)[O:6][C@@H:5]([C@@H:7]([OH:26])[C@H:8]([OH:25])[CH2:9][N:10]2[C:20]3=[C:21]4[C:16](=[CH:17][CH:18]=[CH:19]3)[C:15]([CH3:23])([CH3:22])[CH2:14][CH2:13][N:12]4[C:11]2=[O:24])[CH2:4][O:3]1. Product: [CH3:22][C:15]1([CH3:23])[C:16]2[C:21]3=[C:20]([N:10]([CH2:9][C@@H:8]([OH:25])[C@H:7]([OH:26])[C@H:5]([OH:6])[CH2:4][OH:3])[C:11](=[O:24])[N:12]3[CH2:13][CH2:14]1)[CH:19]=[CH:18][CH:17]=2. The catalyst class is: 86. (6) Reactant: [CH3:1][C:2]([CH3:9])([CH3:8])[C:3](=O)[CH2:4][C:5]#[N:6].[ClH:10].[CH2:11]([C:13]1[CH:18]=[CH:17][C:16]([NH:19][NH2:20])=[CH:15][CH:14]=1)[CH3:12]. Product: [ClH:10].[C:2]([C:3]1[CH:4]=[C:5]([NH2:6])[N:19]([C:16]2[CH:17]=[CH:18][C:13]([CH2:11][CH3:12])=[CH:14][CH:15]=2)[N:20]=1)([CH3:9])([CH3:8])[CH3:1]. The catalyst class is: 5. (7) Reactant: [Cl:1][C:2]1[C:6]([Cl:7])=[C:5]([CH3:8])[NH:4][C:3]=1[C:9]([NH:11][CH:12]1[CH2:17][CH2:16][N:15]([C:18]2[S:19][C:20]([C:23]([OH:25])=O)=[CH:21][N:22]=2)[CH2:14][CH2:13]1)=[O:10].[NH2:26][NH2:27]. Product: [Cl:1][C:2]1[C:6]([Cl:7])=[C:5]([CH3:8])[NH:4][C:3]=1[C:9]([NH:11][CH:12]1[CH2:17][CH2:16][N:15]([C:18]2[S:19][C:20]([C:23]([NH:26][NH2:27])=[O:25])=[CH:21][N:22]=2)[CH2:14][CH2:13]1)=[O:10]. The catalyst class is: 3.